Dataset: Reaction yield outcomes from USPTO patents with 853,638 reactions. Task: Predict the reaction yield, written as a fraction of the theoretical maximum amount of product (1.0 means a 100% yield; for example, 0.34 means a 34% yield). The reactants are [CH3:1][O:2][C:3]1[CH:4]=[C:5]2[C:10](=[CH:11][C:12]=1[O:13][CH3:14])[N:9]=[CH:8][N:7]=[C:6]2[O:15][C:16]1[CH:17]=[C:18]([CH:20]=[CH:21][CH:22]=1)[NH2:19].[CH3:23][O:24][CH2:25][CH2:26][O:27][C:28]1[CH:29]=[C:30]([NH:38][C:39](=O)[O:40]C2C=CC=CC=2)[CH:31]=[C:32]([C:34]([F:37])([F:36])[F:35])[CH:33]=1. The catalyst is CO.C(Cl)Cl. The product is [CH3:1][O:2][C:3]1[CH:4]=[C:5]2[C:10](=[CH:11][C:12]=1[O:13][CH3:14])[N:9]=[CH:8][N:7]=[C:6]2[O:15][C:16]1[CH:17]=[C:18]([NH:19][C:39]([NH:38][C:30]2[CH:31]=[C:32]([C:34]([F:36])([F:37])[F:35])[CH:33]=[C:28]([O:27][CH2:26][CH2:25][O:24][CH3:23])[CH:29]=2)=[O:40])[CH:20]=[CH:21][CH:22]=1. The yield is 0.900.